Dataset: Forward reaction prediction with 1.9M reactions from USPTO patents (1976-2016). Task: Predict the product of the given reaction. (1) Given the reactants [Br:1][C:2]1[CH:3]=[C:4]([C:23]([O:25][CH3:26])=[O:24])[C:5]([CH3:22])=[C:6]([NH:8][CH:9]2[CH2:14][CH2:13][N:12]([C:15]([O:17][C:18]([CH3:21])([CH3:20])[CH3:19])=[O:16])[CH2:11][CH2:10]2)[CH:7]=1.[CH:27](=O)[CH3:28].C(O)(=O)C.C(O[BH-](OC(=O)C)OC(=O)C)(=O)C.[Na+], predict the reaction product. The product is: [Br:1][C:2]1[CH:3]=[C:4]([C:23]([O:25][CH3:26])=[O:24])[C:5]([CH3:22])=[C:6]([N:8]([CH2:27][CH3:28])[CH:9]2[CH2:14][CH2:13][N:12]([C:15]([O:17][C:18]([CH3:19])([CH3:20])[CH3:21])=[O:16])[CH2:11][CH2:10]2)[CH:7]=1. (2) The product is: [Cl:26][C:10]1[CH:9]=[C:8]([C:6]2[CH:7]=[C:2]([Cl:1])[CH:3]=[CH:4][C:5]=2[O:16][CH3:17])[N:13]=[C:12]([CH3:14])[N:11]=1. Given the reactants [Cl:1][C:2]1[CH:3]=[CH:4][C:5]([O:16][CH3:17])=[C:6]([C:8]2[N:13]=[C:12]([CH3:14])[NH:11][C:10](=O)[CH:9]=2)[CH:7]=1.CN(C)C=O.C(Cl)(=O)C([Cl:26])=O, predict the reaction product. (3) The product is: [Br:4][C:5]1[N:10]=[C:9]([C:11]([O:13][CH3:14])=[O:12])[C:8]([O:15][CH3:3])=[CH:7][CH:6]=1. Given the reactants [N+](=[CH2:3])=[N-].[Br:4][C:5]1[N:10]=[C:9]([C:11]([O:13][CH3:14])=[O:12])[C:8]([OH:15])=[CH:7][CH:6]=1, predict the reaction product. (4) Given the reactants [CH:1]([Si:4]([CH:38]([CH3:40])[CH3:39])([CH:35]([CH3:37])[CH3:36])[O:5][CH2:6][C@@H:7]1[C@@H:12]([O:13][Si:14]([CH:21]([CH3:23])[CH3:22])([CH:18]([CH3:20])[CH3:19])[CH:15]([CH3:17])[CH3:16])[C@H:11]([O:24][Si:25]([CH:32]([CH3:34])[CH3:33])([CH:29]([CH3:31])[CH3:30])[CH:26]([CH3:28])[CH3:27])[CH:10]=[CH:9][O:8]1)([CH3:3])[CH3:2].[Li]C(C)(C)C.B(OC)(OC)OC.C([O-])([O-])=O.[Na+].[Na+].Cl[C:60]1[CH:65]=[CH:64][N:63]=[CH:62][C:61]=1[N+:66]([O-:68])=[O:67], predict the reaction product. The product is: [CH:15]([Si:14]([CH:21]([CH3:22])[CH3:23])([CH:18]([CH3:19])[CH3:20])[O:13][C@H:12]1[C@H:11]([O:24][Si:25]([CH:26]([CH3:28])[CH3:27])([CH:29]([CH3:31])[CH3:30])[CH:32]([CH3:34])[CH3:33])[CH:10]=[C:9]([C:60]2[CH:65]=[CH:64][N:63]=[CH:62][C:61]=2[N+:66]([O-:68])=[O:67])[O:8][C@@H:7]1[CH2:6][O:5][Si:4]([CH:1]([CH3:3])[CH3:2])([CH:35]([CH3:37])[CH3:36])[CH:38]([CH3:40])[CH3:39])([CH3:16])[CH3:17]. (5) The product is: [C:9]1([CH2:8][C:3]([CH3:4])=[O:5])[CH:14]=[CH:13][CH:12]=[CH:11][CH:10]=1. Given the reactants CN(OC)[C:3](=[O:5])[CH3:4].[CH2:8]([Mg]Cl)[C:9]1[CH:14]=[CH:13][CH:12]=[CH:11][CH:10]=1, predict the reaction product. (6) Given the reactants [F:1][C:2]([F:24])([F:23])[C:3]1[CH:4]=[C:5]([C:13]2[N:17]=[CH:16][N:15](/[CH:18]=[CH:19]\[C:20](O)=[O:21])[N:14]=2)[CH:6]=[C:7]([C:9]([F:12])([F:11])[F:10])[CH:8]=1.Cl.[F:26][C:27]1([C:31]([O:33][CH3:34])=[O:32])[CH2:30][NH:29][CH2:28]1.C(P1(=O)OP(CCC)(=O)OP(CCC)(=O)O1)CC.CCN(C(C)C)C(C)C, predict the reaction product. The product is: [CH3:34][O:33][C:31]([C:27]1([F:26])[CH2:30][N:29]([C:20](=[O:21])/[CH:19]=[CH:18]\[N:15]2[CH:16]=[N:17][C:13]([C:5]3[CH:6]=[C:7]([C:9]([F:10])([F:11])[F:12])[CH:8]=[C:3]([C:2]([F:23])([F:24])[F:1])[CH:4]=3)=[N:14]2)[CH2:28]1)=[O:32].